This data is from Forward reaction prediction with 1.9M reactions from USPTO patents (1976-2016). The task is: Predict the product of the given reaction. (1) Given the reactants [CH2:1]([OH:4])[CH2:2][OH:3].C(N(CC)CC)C.[Br:12][C:13]([CH3:18])([CH3:17])[C:14](Br)=[O:15].O, predict the reaction product. The product is: [Br:12][C:13]([CH3:18])([CH3:17])[C:14]([O:3][CH2:2][CH2:1][OH:4])=[O:15]. (2) Given the reactants [Br:1][C:2]1[CH:3]=[C:4]2[CH:10]=[N:9][NH:8][C:5]2=[N:6][CH:7]=1.[O:11]1[CH:16]=[CH:15][CH2:14][CH2:13][CH2:12]1.C12(CS(O)(=O)=O)C(C)(C)C(CC1)CC2=O, predict the reaction product. The product is: [Br:1][C:2]1[CH:3]=[C:4]2[CH:10]=[N:9][N:8]([CH:12]3[CH2:13][CH2:14][CH2:15][CH2:16][O:11]3)[C:5]2=[N:6][CH:7]=1. (3) Given the reactants [Cu]C#N.[CH3:4][Li].[CH3:6][C@@H:7]([CH2:16][C@@H:17]([CH3:22])[CH2:18][CH:19]([CH3:21])[CH3:20])[CH2:8][C@@H:9]([C@H:11]1[O:13][C@@H:12]1[CH2:14][OH:15])[CH3:10], predict the reaction product. The product is: [CH3:4][C@H:12]([C@H:11]([OH:13])[C@@H:9]([CH3:10])[CH2:8][C@@H:7]([CH3:6])[CH2:16][C@@H:17]([CH3:22])[CH2:18][CH:19]([CH3:21])[CH3:20])[CH2:14][OH:15]. (4) The product is: [CH:1]([C:4]1[CH:25]=[CH:24][C:7]([C:8]2[O:13][C:12]([C:14]3[CH:15]=[C:16]([CH:21]=[CH:22][CH:23]=3)[C:17]([O:19][CH3:20])=[O:18])=[CH:11][N:10]=2)=[CH:6][CH:5]=1)([CH3:3])[CH3:2]. Given the reactants [CH:1]([C:4]1[CH:25]=[CH:24][C:7]([C:8]([NH:10][CH2:11][C:12]([C:14]2[CH:15]=[C:16]([CH:21]=[CH:22][CH:23]=2)[C:17]([O:19][CH3:20])=[O:18])=[O:13])=O)=[CH:6][CH:5]=1)([CH3:3])[CH3:2].[OH-].[Na+], predict the reaction product. (5) The product is: [CH3:1][C@H:2]1[NH:7][C@@H:6]([CH3:15])[CH2:5][N:4]([C:16]2[CH:17]=[C:18]([NH:24][S:25]([C:28]3[CH:33]=[CH:32][C:31]([C:34]4[O:35][C:36]([CH3:39])=[CH:37][CH:38]=4)=[C:30]([F:40])[CH:29]=3)(=[O:27])=[O:26])[C:19](=[O:22])[NH:20][CH:21]=2)[CH2:3]1. Given the reactants [CH3:1][C@H:2]1[N:7](CC2C=CC=CC=2)[C@@H:6]([CH3:15])[CH2:5][N:4]([C:16]2[CH:17]=[C:18]([NH:24][S:25]([C:28]3[CH:33]=[CH:32][C:31]([C:34]4[O:35][C:36]([CH3:39])=[CH:37][CH:38]=4)=[C:30]([F:40])[CH:29]=3)(=[O:27])=[O:26])[C:19]([O:22]C)=[N:20][CH:21]=2)[CH2:3]1.Cl, predict the reaction product. (6) Given the reactants Cl.[Cl:2][C:3]1[N:4]=[C:5]([C:10]([NH:12][C@H:13]2[CH2:18][CH2:17][NH:16][CH2:15][C@H:14]2[O:19][CH2:20][CH3:21])=[O:11])[NH:6][C:7]=1[CH2:8][CH3:9].C(N(C(C)C)CC)(C)C.Br[C:32]1[S:33][CH:34]=[N:35][N:36]=1.C(=O)([O-])[O-].[Cs+].[Cs+], predict the reaction product. The product is: [Cl:2][C:3]1[N:4]=[C:5]([C:10]([NH:12][C@H:13]2[CH2:18][CH2:17][N:16]([C:32]3[S:33][CH:34]=[N:35][N:36]=3)[CH2:15][C@H:14]2[O:19][CH2:20][CH3:21])=[O:11])[NH:6][C:7]=1[CH2:8][CH3:9]. (7) Given the reactants [CH2:1]([O:3][C:4]1([O:12][CH2:13][CH3:14])[CH2:9][CH2:8][CH:7]([CH2:10][OH:11])[CH2:6][CH2:5]1)[CH3:2].[H-].[Na+].[CH2:17](Br)[C:18]1[CH:23]=[CH:22][CH:21]=[CH:20][CH:19]=1.O, predict the reaction product. The product is: [CH2:13]([O:12][C:4]1([O:3][CH2:1][CH3:2])[CH2:5][CH2:6][CH:7]([CH2:10][O:11][CH2:17][C:18]2[CH:23]=[CH:22][CH:21]=[CH:20][CH:19]=2)[CH2:8][CH2:9]1)[CH3:14].